From a dataset of Cav3 T-type calcium channel HTS with 100,875 compounds. Binary Classification. Given a drug SMILES string, predict its activity (active/inactive) in a high-throughput screening assay against a specified biological target. The compound is S(=O)(=O)(N1CCC(CC1)C(=O)NCc1sccc1)c1c2ncccc2ccc1. The result is 0 (inactive).